This data is from Full USPTO retrosynthesis dataset with 1.9M reactions from patents (1976-2016). The task is: Predict the reactants needed to synthesize the given product. Given the product [CH3:1][N:2]1[CH:6]2[CH2:7][CH:8]([O:10][S:19]([CH3:18])(=[O:21])=[O:20])[CH2:9][CH:3]1[CH2:4][CH2:5]2, predict the reactants needed to synthesize it. The reactants are: [CH3:1][N:2]1[CH:6]2[CH2:7][CH:8]([OH:10])[CH2:9][CH:3]1[CH2:4][CH2:5]2.C(N(CC)CC)C.[CH3:18][S:19](Cl)(=[O:21])=[O:20].